From a dataset of Forward reaction prediction with 1.9M reactions from USPTO patents (1976-2016). Predict the product of the given reaction. (1) Given the reactants [CH2:1]([O:8][C:9]1[CH:14]=[C:13]([O:15][CH2:16][C:17]2[CH:22]=[CH:21][CH:20]=[CH:19][CH:18]=2)[C:12]([Cl:23])=[CH:11][C:10]=1[C:24]1[O:28][N:27]=[C:26]([C:29]([O:31]CC)=[O:30])[CH:25]=1)[C:2]1[CH:7]=[CH:6][CH:5]=[CH:4][CH:3]=1.CO.[Li+].[OH-], predict the reaction product. The product is: [CH2:1]([O:8][C:9]1[CH:14]=[C:13]([O:15][CH2:16][C:17]2[CH:22]=[CH:21][CH:20]=[CH:19][CH:18]=2)[C:12]([Cl:23])=[CH:11][C:10]=1[C:24]1[O:28][N:27]=[C:26]([C:29]([OH:31])=[O:30])[CH:25]=1)[C:2]1[CH:3]=[CH:4][CH:5]=[CH:6][CH:7]=1. (2) Given the reactants [OH:1][C:2]1[CH:11]=[CH:10][C:5]([C:6]([NH:8][NH2:9])=[O:7])=[CH:4][CH:3]=1.[F:12][C:13]([F:23])([F:22])[C:14]1[CH:21]=[CH:20][C:17]([CH:18]=O)=[CH:16][CH:15]=1, predict the reaction product. The product is: [F:12][C:13]([F:22])([F:23])[C:14]1[CH:21]=[CH:20][C:17]([CH:18]=[N:9][NH:8][C:6](=[O:7])[C:5]2[CH:10]=[CH:11][C:2]([OH:1])=[CH:3][CH:4]=2)=[CH:16][CH:15]=1. (3) Given the reactants [NH:1]1[CH2:6][CH2:5][CH:4]([C:7]2[NH:11][N:10]=[C:9]([C:12]3[CH:17]=[CH:16][C:15]([F:18])=[CH:14][CH:13]=3)[C:8]=2[C:19]2[CH:24]=[CH:23][N:22]=[CH:21][CH:20]=2)[CH2:3][CH2:2]1.CCO[C:28]([C:30]([NH2:32])=[O:31])=[O:29].Cl, predict the reaction product. The product is: [C:28]1(=[O:29])[N:32]([N:1]2[CH2:2][CH2:3][CH:4]([C:7]3[NH:11][N:10]=[C:9]([C:12]4[CH:13]=[CH:14][C:15]([F:18])=[CH:16][CH:17]=4)[C:8]=3[C:19]3[CH:24]=[CH:23][N:22]=[CH:21][CH:20]=3)[CH2:5][CH2:6]2)[C:30]1=[O:31]. (4) Given the reactants [CH2:1]1[CH2:5][O:4][CH2:3][CH2:2]1.[CH3:6][C:7]1[S:11][C:10]2[NH:12][C:13]3[CH:14]=[CH:15][CH:16]=[CH:17][C:18]=3[N:19]=[C:20]([N:21]3[CH2:26][CH2:25][N:24]([CH3:27])[CH2:23][CH2:22]3)[C:9]=2[CH:8]=1, predict the reaction product. The product is: [CH3:6][C:7]1[S:11][C:10]2[NH:12][C:13]3[CH:14]=[CH:15][CH:16]=[CH:17][C:18]=3[N:19]=[C:20]([N:21]3[CH2:22][CH2:23][N:24]([CH3:27])[CH2:25][CH2:26]3)[C:9]=2[CH:8]=1.[OH2:4].[O:4]1[CH2:5][CH2:1][CH2:2][CH2:3]1. (5) Given the reactants [CH:1]([O:14][C:15]1[C:16]2[C:35](=[O:36])[N:34]([CH2:37][C:38]3[CH:43]=[CH:42][C:41]([F:44])=[CH:40][CH:39]=3)[CH2:33][C:17]=2[C:18](OS(C(F)(F)F)(=O)=O)=[C:19]2[C:24]=1[N:23]=[CH:22][CH:21]=[CH:20]2)([C:8]1[CH:13]=[CH:12][CH:11]=[CH:10][CH:9]=1)[C:2]1[CH:7]=[CH:6][CH:5]=[CH:4][CH:3]=1.C([O-])([O-])=O.[K+].[K+].[CH2:51]([O:53][C:54]([C:56]1[CH:61]=[CH:60][CH:59]=[CH:58][C:57]=1B(O)O)=[O:55])[CH3:52].CCOC(C)=O.CCCCCC, predict the reaction product. The product is: [CH2:51]([O:53][C:54](=[O:55])[C:56]1[CH:61]=[CH:60][CH:59]=[CH:58][C:57]=1[C:18]1[C:17]2[CH2:33][N:34]([CH2:37][C:38]3[CH:43]=[CH:42][C:41]([F:44])=[CH:40][CH:39]=3)[C:35](=[O:36])[C:16]=2[C:15]([O:14][CH:1]([C:8]2[CH:9]=[CH:10][CH:11]=[CH:12][CH:13]=2)[C:2]2[CH:7]=[CH:6][CH:5]=[CH:4][CH:3]=2)=[C:24]2[C:19]=1[CH:20]=[CH:21][CH:22]=[N:23]2)[CH3:52]. (6) Given the reactants [F:1][C:2]([F:11])([F:10])[C:3]1[CH:8]=[CH:7][C:6]([OH:9])=[CH:5][CH:4]=1.[F:12][C:13]1[CH:14]=[C:15]([CH:18]=[CH:19][C:20]=1F)[CH:16]=[O:17], predict the reaction product. The product is: [F:12][C:13]1[CH:14]=[C:15]([CH:18]=[CH:19][C:20]=1[O:9][C:6]1[CH:5]=[CH:4][C:3]([C:2]([F:10])([F:11])[F:1])=[CH:8][CH:7]=1)[CH:16]=[O:17]. (7) Given the reactants [Cl:1][C:2]1[CH:3]=[CH:4][C:5]([CH2:8][CH2:9][C:10]2[CH:15]=[CH:14][NH:13][C:12](=[O:16])[N:11]=2)=[N:6][CH:7]=1.Br[C:18]1[CH:23]=[CH:22][C:21]2[C:24]3[CH2:25][N:26]([C:32]([O:34][C:35]([CH3:38])([CH3:37])[CH3:36])=[O:33])[CH2:27][CH2:28][CH2:29][C:30]=3[O:31][C:20]=2[CH:19]=1.C([O-])([O-])=O.[Cs+].[Cs+].CN[C@@H]1CCCC[C@H]1NC, predict the reaction product. The product is: [Cl:1][C:2]1[CH:3]=[CH:4][C:5]([CH2:8][CH2:9][C:10]2[CH:15]=[CH:14][N:13]([C:18]3[CH:23]=[CH:22][C:21]4[C:24]5[CH2:25][N:26]([C:32]([O:34][C:35]([CH3:38])([CH3:37])[CH3:36])=[O:33])[CH2:27][CH2:28][CH2:29][C:30]=5[O:31][C:20]=4[CH:19]=3)[C:12](=[O:16])[N:11]=2)=[N:6][CH:7]=1.